This data is from Forward reaction prediction with 1.9M reactions from USPTO patents (1976-2016). The task is: Predict the product of the given reaction. (1) Given the reactants [C:1](OC1CCCCCC(O[Si](CC)(CC)CC)CCCCC1)(=[O:3])[CH3:2].[Si:25]([O:32][CH2:33][CH2:34][CH2:35][CH2:36][CH2:37][CH2:38][CH2:39][CH2:40][CH:41]([OH:50])[CH2:42][CH2:43][C:44]#[C:45][Si:46]([CH3:49])([CH3:48])[CH3:47])([C:28]([CH3:31])([CH3:30])[CH3:29])([CH3:27])[CH3:26].C(OC(=O)C)(=O)C.C([O-])([O-])=O.[K+].[K+], predict the reaction product. The product is: [C:1]([O:50][CH:41]([CH2:40][CH2:39][CH2:38][CH2:37][CH2:36][CH2:35][CH2:34][CH2:33][O:32][Si:25]([C:28]([CH3:31])([CH3:30])[CH3:29])([CH3:27])[CH3:26])[CH2:42][CH2:43][C:44]#[C:45][Si:46]([CH3:49])([CH3:48])[CH3:47])(=[O:3])[CH3:2]. (2) Given the reactants [CH3:1][C:2]1([CH3:32])[C:6]([CH3:8])([CH3:7])[O:5][B:4]([C:9]2[CH:10]=[CH:11][C:12]3[N:16]=[C:15]([C@@H:17]4[C@@H:22]5[CH2:23][C@@H:19]([CH2:20][CH2:21]5)[N:18]4C(OC(C)(C)C)=O)[NH:14][C:13]=3[CH:31]=2)[O:3]1.Cl.O1CCOCC1.[CH3:40][O:41][C:42]([NH:44][C@@H:45]([CH:49]([CH3:51])[CH3:50])[C:46](O)=[O:47])=[O:43].CN(C(ON1N=NC2C=CC=NC1=2)=[N+](C)C)C.F[P-](F)(F)(F)(F)F.C(N(C(C)C)CC)(C)C, predict the reaction product. The product is: [CH3:50][CH:49]([CH3:51])[C@H:45]([NH:44][C:42](=[O:43])[O:41][CH3:40])[C:46](=[O:47])[N:18]1[C@H:17]([C:15]2[NH:14][C:13]3[CH:31]=[C:9]([B:4]4[O:5][C:6]([CH3:8])([CH3:7])[C:2]([CH3:32])([CH3:1])[O:3]4)[CH:10]=[CH:11][C:12]=3[N:16]=2)[C@@H:22]2[CH2:23][C@H:19]1[CH2:20][CH2:21]2. (3) Given the reactants [CH3:1][O:2][C:3]1[CH:12]=[C:11]([O:13][CH3:14])[CH:10]=[C:9]2[C:4]=1[CH:5]=[C:6]([C:19]([OH:21])=[O:20])[CH:7]([C:15]([F:18])([F:17])[F:16])[O:8]2.[Cl:22]Cl, predict the reaction product. The product is: [Cl:22][C:12]1[C:3]([O:2][CH3:1])=[C:4]2[C:9](=[CH:10][C:11]=1[O:13][CH3:14])[O:8][CH:7]([C:15]([F:16])([F:17])[F:18])[C:6]([C:19]([OH:21])=[O:20])=[CH:5]2. (4) Given the reactants [CH:1]1([C:4]2[CH:5]=[CH:6][C:7]([C:15]([OH:17])=O)=[N:8][C:9]=2[O:10][CH2:11][CH:12]2[CH2:14][CH2:13]2)[CH2:3][CH2:2]1.[NH2:18][C:19]1([CH2:24][C:25]([NH2:27])=[O:26])[CH2:23][CH2:22][O:21][CH2:20]1.CCN(C(C)C)C(C)C, predict the reaction product. The product is: [NH2:27][C:25](=[O:26])[CH2:24][C:19]1([NH:18][C:15]([C:7]2[CH:6]=[CH:5][C:4]([CH:1]3[CH2:2][CH2:3]3)=[C:9]([O:10][CH2:11][CH:12]3[CH2:13][CH2:14]3)[N:8]=2)=[O:17])[CH2:23][CH2:22][O:21][CH2:20]1. (5) Given the reactants [O:1]1[C:5]2[CH:6]=[CH:7][CH:8]=[CH:9][C:4]=2[N:3]=[CH:2]1.C1(C)C=CC=CC=1.[F:17][C:18]1[CH:23]=[CH:22][C:21]([C:24]2[O:25][C:26]3[CH:36]=[C:35]([N:37]([CH3:42])[S:38]([CH3:41])(=[O:40])=[O:39])[C:34]([C:43]4[CH:48]=[C:47](I)[C:46](=[O:50])[N:45]([CH3:51])[CH:44]=4)=[CH:33][C:27]=3[C:28]=2[C:29]([NH:31][CH3:32])=[O:30])=[CH:20][CH:19]=1, predict the reaction product. The product is: [O:1]1[C:5]2[CH:6]=[CH:7][CH:8]=[CH:9][C:4]=2[N:3]=[C:2]1[C:47]1[C:46](=[O:50])[N:45]([CH3:51])[CH:44]=[C:43]([C:34]2[C:35]([N:37]([CH3:42])[S:38]([CH3:41])(=[O:40])=[O:39])=[CH:36][C:26]3[O:25][C:24]([C:21]4[CH:22]=[CH:23][C:18]([F:17])=[CH:19][CH:20]=4)=[C:28]([C:29]([NH:31][CH3:32])=[O:30])[C:27]=3[CH:33]=2)[CH:48]=1. (6) Given the reactants C([O:8][N:9]1[C:15](=[O:16])[N:14]2[CH2:17][C@H:10]1[CH2:11][CH2:12][C@H:13]2[C:18]1[O:19][C:20]([CH3:23])=[N:21][N:22]=1)C1C=CC=CC=1, predict the reaction product. The product is: [OH:8][N:9]1[C:15](=[O:16])[N:14]2[CH2:17][C@H:10]1[CH2:11][CH2:12][C@H:13]2[C:18]1[O:19][C:20]([CH3:23])=[N:21][N:22]=1. (7) Given the reactants [CH3:1][O:2][C:3]1[CH:4]=[C:5]2[C:9](=[CH:10][CH:11]=1)[C:8](=[O:12])[CH2:7][CH2:6]2.C[Si]([N-][Si](C)(C)C)(C)C.[Li+].C([C:25]([O:27][CH2:28][CH3:29])=[O:26])#N, predict the reaction product. The product is: [CH3:1][O:2][C:3]1[CH:4]=[C:5]2[C:9](=[CH:10][CH:11]=1)[C:8](=[O:12])[CH:7]([C:25]([O:27][CH2:28][CH3:29])=[O:26])[CH2:6]2. (8) Given the reactants [CH2:1]([O:8][C@H:9]1[CH2:13][N:12]([C:14]([O:16][C:17]([CH3:20])([CH3:19])[CH3:18])=[O:15])[C@H:11]([C:21](O)=[O:22])[CH2:10]1)[C:2]1[CH:7]=[CH:6][CH:5]=[CH:4][CH:3]=1.CN1CCOCC1.ClC(OCC(C)C)=O.[BH4-].[Na+], predict the reaction product. The product is: [CH2:1]([O:8][C@H:9]1[CH2:13][N:12]([C:14]([O:16][C:17]([CH3:18])([CH3:19])[CH3:20])=[O:15])[C@H:11]([CH2:21][OH:22])[CH2:10]1)[C:2]1[CH:7]=[CH:6][CH:5]=[CH:4][CH:3]=1.